From a dataset of Retrosynthesis with 50K atom-mapped reactions and 10 reaction types from USPTO. Predict the reactants needed to synthesize the given product. Given the product CCOC(=O)C1=Cc2cc(Cl)c(Oc3cc(C)c(C)cc3Cl)cc2OC1C(F)(F)F, predict the reactants needed to synthesize it. The reactants are: CCOC(=O)C1=Cc2cc(Cl)c(F)cc2OC1C(F)(F)F.Cc1cc(O)c(Cl)cc1C.